This data is from Full USPTO retrosynthesis dataset with 1.9M reactions from patents (1976-2016). The task is: Predict the reactants needed to synthesize the given product. (1) The reactants are: [O:1]1CCO[CH:2]1[CH2:6][N:7]1[C:16]2[C:11](=[N:12][CH:13]=[C:14]([N:17]3[CH:21]=[CH:20][N:19]=[CH:18]3)[CH:15]=2)[CH:10]=[CH:9][C:8]1=[O:22].FC(F)(F)C(O)=O. Given the product [N:17]1([C:14]2[CH:15]=[C:16]3[C:11]([CH:10]=[CH:9][C:8](=[O:22])[N:7]3[CH2:6][CH:2]=[O:1])=[N:12][CH:13]=2)[CH:21]=[CH:20][N:19]=[CH:18]1, predict the reactants needed to synthesize it. (2) Given the product [CH2:34]([C@@H:14]([CH2:13][CH2:12][C@H:8]([CH2:1][C:2]1[CH:3]=[CH:4][CH:5]=[CH:6][CH:7]=1)[C:9](=[O:10])[NH:41][C@H:42]1[CH2:49][CH2:48][CH:47]=[CH:46][CH2:45][N:44]([C:50]2[CH:55]=[CH:54][CH:53]=[CH:52][CH:51]=2)[C:43]1=[O:56])[C:15]([NH:17][C@H:18]1[CH2:24][CH2:23][S:22][C@H:21]2[CH2:25][CH2:26][CH2:27][C@@H:28]([C:29]([O:31][CH3:32])=[O:30])[N:20]2[C:19]1=[O:33])=[O:16])[C:35]1[CH:40]=[CH:39][CH:38]=[CH:37][CH:36]=1, predict the reactants needed to synthesize it. The reactants are: [CH2:1]([C@@H:8]([CH2:12][CH2:13][C@H:14]([CH2:34][C:35]1[CH:40]=[CH:39][CH:38]=[CH:37][CH:36]=1)[C:15]([NH:17][C@H:18]1[CH2:24][CH2:23][S:22][C@H:21]2[CH2:25][CH2:26][CH2:27][C@@H:28]([C:29]([O:31][CH3:32])=[O:30])[N:20]2[C:19]1=[O:33])=[O:16])[C:9](O)=[O:10])[C:2]1[CH:7]=[CH:6][CH:5]=[CH:4][CH:3]=1.[NH2:41][C@H:42]1[CH2:49][CH2:48][CH:47]=[CH:46][CH2:45][N:44]([C:50]2[CH:55]=[CH:54][CH:53]=[CH:52][CH:51]=2)[C:43]1=[O:56]. (3) The reactants are: Cl[C:2]1[N:7]=[C:6]([Cl:8])[C:5]([C:9](=[O:11])[CH3:10])=[C:4]([NH:12][C:13]2[CH:18]=[CH:17][CH:16]=[CH:15][C:14]=2[S:19]([CH:22]([CH3:24])[CH3:23])(=[O:21])=[O:20])[N:3]=1.[C:25]([O:29][C:30]([N:32]1[CH2:37][CH2:36][CH:35]([C:38]2[CH:43]=[C:42]([O:44][CH:45]([CH3:47])[CH3:46])[C:41]([NH2:48])=[CH:40][C:39]=2[CH3:49])[CH2:34][CH2:33]1)=[O:31])([CH3:28])([CH3:27])[CH3:26]. Given the product [C:9]([C:5]1[C:6]([Cl:8])=[N:7][C:2]([NH:48][C:41]2[C:42]([O:44][CH:45]([CH3:47])[CH3:46])=[CH:43][C:38]([CH:35]3[CH2:34][CH2:33][N:32]([C:30]([O:29][C:25]([CH3:26])([CH3:28])[CH3:27])=[O:31])[CH2:37][CH2:36]3)=[C:39]([CH3:49])[CH:40]=2)=[N:3][C:4]=1[NH:12][C:13]1[CH:18]=[CH:17][CH:16]=[CH:15][C:14]=1[S:19]([CH:22]([CH3:24])[CH3:23])(=[O:21])=[O:20])(=[O:11])[CH3:10], predict the reactants needed to synthesize it.